Predict the reactants needed to synthesize the given product. From a dataset of Full USPTO retrosynthesis dataset with 1.9M reactions from patents (1976-2016). (1) Given the product [CH3:50][O:53][C:54]1[CH:55]=[CH:9][C:10]([N:1]([CH:36]([C:37]2[CH:42]=[CH:41][CH:40]=[CH:39][CH:38]=2)[C:43]2[CH:44]=[CH:45][CH:46]=[CH:47][CH:48]=2)[C:2]2[C:3]3[CH:10]=[CH:9][N:8]([C@@H:11]4[O:17][C@H:16]([CH2:18][O:19][Si:20]([C:23]([CH3:26])([CH3:25])[CH3:24])([CH3:21])[CH3:22])[C@@H:14]([OH:15])[C@@:12]4([CH3:27])[OH:13])[C:4]=3[N:5]=[CH:6][N:7]=2)=[CH:3][CH:2]=1, predict the reactants needed to synthesize it. The reactants are: [NH2:1][C:2]1[C:3]2[CH:10]=[CH:9][N:8]([C@@H:11]3[O:17][C@H:16]([CH2:18][O:19][Si:20]([C:23]([CH3:26])([CH3:25])[CH3:24])([CH3:22])[CH3:21])[C@@H:14]([OH:15])[C@@:12]3([CH3:27])[OH:13])[C:4]=2[N:5]=[CH:6][N:7]=1.COC1C=CC([C:36](Cl)([C:43]2[CH:48]=[CH:47][CH:46]=[CH:45][CH:44]=2)[C:37]2[CH:42]=[CH:41][CH:40]=[CH:39][CH:38]=2)=CC=1.[C:50]([O:53][CH2:54][CH3:55])(=O)C. (2) Given the product [F:33][CH:24]([F:23])[O:25][C:26]1[N:30]([CH3:31])[N:29]=[C:28]([NH:32][C:7](=[O:9])[C:6]2[CH:10]=[C:2]([F:1])[CH:3]=[N:4][CH:5]=2)[CH:27]=1, predict the reactants needed to synthesize it. The reactants are: [F:1][C:2]1[CH:3]=[N:4][CH:5]=[C:6]([CH:10]=1)[C:7]([OH:9])=O.Cl.C(N=C=NCCCN(C)C)C.[F:23][CH:24]([F:33])[O:25][C:26]1[N:30]([CH3:31])[N:29]=[C:28]([NH2:32])[CH:27]=1. (3) Given the product [CH3:1][O:2][C:3](=[O:33])[CH2:4][NH:5][C:6]1[CH:11]=[CH:10][C:9]([N:12]2[CH:16]=[C:15]([C:17]3[CH:22]=[CH:21][C:20]([Cl:23])=[CH:19][C:18]=3[Cl:24])[N:14]=[C:13]2[CH2:25][C:26]2[CH:31]=[CH:30][C:29]([C:45]3[CH:46]=[CH:47][C:42]([CH:40]([OH:41])[CH2:39][CH:34]4[CH2:35][CH2:36][CH2:37][CH2:38]4)=[CH:43][CH:44]=3)=[CH:28][CH:27]=2)=[CH:8][CH:7]=1, predict the reactants needed to synthesize it. The reactants are: [CH3:1][O:2][C:3](=[O:33])[CH2:4][NH:5][C:6]1[CH:11]=[CH:10][C:9]([N:12]2[CH:16]=[C:15]([C:17]3[CH:22]=[CH:21][C:20]([Cl:23])=[CH:19][C:18]=3[Cl:24])[N:14]=[C:13]2[CH2:25][C:26]2[CH:31]=[CH:30][C:29](Br)=[CH:28][CH:27]=2)=[CH:8][CH:7]=1.[CH:34]1([CH2:39][CH:40]([C:42]2[CH:47]=[CH:46][C:45](B3OC(C)(C)C(C)(C)O3)=[CH:44][CH:43]=2)[OH:41])[CH2:38][CH2:37][CH2:36][CH2:35]1. (4) Given the product [NH:1]1[C:5]2=[N:6][CH:7]=[CH:8][C:9]([C:10]3[CH:17]=[CH:16][C:13]([CH2:14][OH:15])=[CH:12][CH:11]=3)=[C:4]2[CH:3]=[CH:2]1, predict the reactants needed to synthesize it. The reactants are: [NH:1]1[C:5]2=[N:6][CH:7]=[CH:8][C:9]([C:10]3[CH:17]=[CH:16][C:13]([CH:14]=[O:15])=[CH:12][CH:11]=3)=[C:4]2[CH:3]=[CH:2]1. (5) Given the product [NH2:22][CH2:21][CH:9]([C:4]1[CH:5]=[CH:6][C:7]([Cl:8])=[C:2]([Cl:1])[CH:3]=1)[CH:10]([C:12]1[CH:17]=[CH:16][CH:15]=[C:14]([N:18]([CH3:19])[CH3:20])[CH:13]=1)[OH:11], predict the reactants needed to synthesize it. The reactants are: [Cl:1][C:2]1[CH:3]=[C:4]([C@H:9]([CH2:21][NH:22]C)[C@H:10]([C:12]2[CH:17]=[CH:16][CH:15]=[C:14]([N:18]([CH3:20])[CH3:19])[CH:13]=2)[OH:11])[CH:5]=[CH:6][C:7]=1[Cl:8].B.C1COCC1.Cl.CO. (6) The reactants are: [I:1]I.N(OC(C)(C)C)=O.[CH3:10][N:11]1[CH:15]=[C:14]([C:16]2[CH:22]=[CH:21][C:19](N)=[C:18]([N+:23]([O-:25])=[O:24])[CH:17]=2)[CH:13]=[N:12]1.N#N.S([O-])([O-])=O.[Na+].[Na+]. Given the product [I:1][C:19]1[CH:21]=[CH:22][C:16]([C:14]2[CH:13]=[N:12][N:11]([CH3:10])[CH:15]=2)=[CH:17][C:18]=1[N+:23]([O-:25])=[O:24], predict the reactants needed to synthesize it. (7) The reactants are: Cl[CH2:2][C:3]([NH:5][C@H:6]([C:16]1[C:21]([C:22]2[CH:23]=[CH:24][C:25]([F:31])=[C:26]([CH:30]=2)[C:27]([NH2:29])=[O:28])=[CH:20][CH:19]=[CH:18][N:17]=1)[CH2:7][C:8]1[CH:13]=[C:12]([F:14])[CH:11]=[C:10]([F:15])[CH:9]=1)=[O:4].[Cl:32][C:33]1[C:42]([Cl:43])=[CH:41][C:36]2[NH:37][C:38](=[O:40])[NH:39][C:35]=2[CH:34]=1. Given the product [Cl:43][C:42]1[C:33]([Cl:32])=[CH:34][C:35]2[N:39]([CH2:2][C:3]([NH:5][C@H:6]([C:16]3[C:21]([C:22]4[CH:23]=[CH:24][C:25]([F:31])=[C:26]([CH:30]=4)[C:27]([NH2:29])=[O:28])=[CH:20][CH:19]=[CH:18][N:17]=3)[CH2:7][C:8]3[CH:13]=[C:12]([F:14])[CH:11]=[C:10]([F:15])[CH:9]=3)=[O:4])[C:38](=[O:40])[NH:37][C:36]=2[CH:41]=1, predict the reactants needed to synthesize it.